Dataset: Catalyst prediction with 721,799 reactions and 888 catalyst types from USPTO. Task: Predict which catalyst facilitates the given reaction. (1) Reactant: [C:1]1([S:7]([N:10]2[C:14]3=[N:15][CH:16]=[CH:17][CH:18]=[C:13]3[CH:12]=[C:11]2[C:19]([C:26]2[CH:27]=[N:28][C:29]([S:32]([CH3:34])=[O:33])=[CH:30][CH:31]=2)=[CH:20][CH:21]2[CH2:25][CH2:24][CH2:23][CH2:22]2)(=[O:9])=[O:8])[CH:6]=[CH:5][CH:4]=[CH:3][CH:2]=1.[Mn]([O-])(=O)(=O)=[O:36].[K+]. Product: [C:1]1([S:7]([N:10]2[C:14]3=[N:15][CH:16]=[CH:17][CH:18]=[C:13]3[CH:12]=[C:11]2[C:19]([C:26]2[CH:27]=[N:28][C:29]([S:32]([CH3:34])(=[O:36])=[O:33])=[CH:30][CH:31]=2)=[CH:20][CH:21]2[CH2:22][CH2:23][CH2:24][CH2:25]2)(=[O:9])=[O:8])[CH:6]=[CH:5][CH:4]=[CH:3][CH:2]=1. The catalyst class is: 24. (2) Reactant: Br[C:2]1[N:7]=[CH:6][C:5]2[C:8]([C:14]3[C:15]([CH3:20])=[N:16][NH:17][C:18]=3[CH3:19])=[CH:9][N:10]([CH:11]([CH3:13])[CH3:12])[C:4]=2[CH:3]=1.[CH:21]1([S:24]([N:27]2[CH:31]=[C:30]([C:32]3[N:37]=[C:36]([NH2:38])[CH:35]=[CH:34][N:33]=3)[CH:29]=[N:28]2)(=[O:26])=[O:25])[CH2:23][CH2:22]1.C1(P(C2C=CC=CC=2)C2C3OC4C(=CC=CC=4P(C4C=CC=CC=4)C4C=CC=CC=4)C(C)(C)C=3C=CC=2)C=CC=CC=1.C(=O)([O-])[O-].[Cs+].[Cs+].O1CCOCC1. Product: [CH:21]1([S:24]([N:27]2[CH:31]=[C:30]([C:32]3[N:37]=[C:36]([NH:38][C:2]4[N:7]=[CH:6][C:5]5[C:8]([C:14]6[C:15]([CH3:20])=[N:16][NH:17][C:18]=6[CH3:19])=[CH:9][N:10]([CH:11]([CH3:13])[CH3:12])[C:4]=5[CH:3]=4)[CH:35]=[CH:34][N:33]=3)[CH:29]=[N:28]2)(=[O:25])=[O:26])[CH2:23][CH2:22]1. The catalyst class is: 167.